Dataset: Forward reaction prediction with 1.9M reactions from USPTO patents (1976-2016). Task: Predict the product of the given reaction. Given the reactants [Cl:1][C:2]1[C:3]([O:25][CH2:26][CH2:27][O:28][CH3:29])=[CH:4][C:5]2[CH2:14][CH:13]([CH:15]([CH3:17])[CH3:16])[N:12]3[CH:7]([CH2:8][C:9](=[O:23])[C:10]([C:18]([O:20][CH2:21][CH3:22])=[O:19])=[CH:11]3)[C:6]=2[CH:24]=1.C1(Cl)C(=O)C(Cl)=C(Cl)C(=O)C=1Cl.CCOC(C)=O, predict the reaction product. The product is: [Cl:1][C:2]1[C:3]([O:25][CH2:26][CH2:27][O:28][CH3:29])=[CH:4][C:5]2[CH2:14][CH:13]([CH:15]([CH3:16])[CH3:17])[N:12]3[C:7](=[CH:8][C:9](=[O:23])[C:10]([C:18]([O:20][CH2:21][CH3:22])=[O:19])=[CH:11]3)[C:6]=2[CH:24]=1.